From a dataset of Forward reaction prediction with 1.9M reactions from USPTO patents (1976-2016). Predict the product of the given reaction. (1) Given the reactants [F:1][C:2]1[CH:3]=[CH:4][C:5](B(O)O)=[C:6]2[C:10]=1[C@H:9]([O:11][C:12]1[CH:25]=[CH:24][C:15]3[C@H:16]([CH2:19][C:20]([O:22][CH3:23])=[O:21])[CH2:17][O:18][C:14]=3[CH:13]=1)[CH2:8][CH2:7]2.[OH:29][C:30]([CH3:44])([CH3:43])[CH2:31][CH2:32][N:33]1[C:41]2[C:36](=[CH:37][CH:38]=[C:39]([OH:42])[CH:40]=2)[CH:35]=[N:34]1, predict the reaction product. The product is: [CH3:23][O:22][C:20](=[O:21])[CH2:19][C@H:16]1[C:15]2[CH:24]=[CH:25][C:12]([O:11][C@H:9]3[C:10]4[C:6](=[C:5]([O:42][C:39]5[CH:40]=[C:41]6[C:36]([CH:35]=[N:34][N:33]6[CH2:32][CH2:31][C:30]([OH:29])([CH3:43])[CH3:44])=[CH:37][CH:38]=5)[CH:4]=[CH:3][C:2]=4[F:1])[CH2:7][CH2:8]3)=[CH:13][C:14]=2[O:18][CH2:17]1. (2) Given the reactants [C:1]([O:4][CH2:5][CH2:6][C@@H:7]([NH:11][C:12]1[C:17]([CH2:18][C:19]2[CH:24]=[CH:23][C:22]([O:25][CH2:26][CH2:27][CH2:28]OS(C)(=O)=O)=[CH:21][C:20]=2[O:34][CH3:35])=[C:16]([CH3:36])[N:15]=[C:14]([NH2:37])[N:13]=1)[CH2:8][CH2:9][CH3:10])(=[O:3])[CH3:2].[F:38][CH:39]([F:48])[CH2:40][NH:41][CH2:42][C:43]([O:45][CH2:46][CH3:47])=[O:44], predict the reaction product. The product is: [C:1]([O:4][CH2:5][CH2:6][C@@H:7]([NH:11][C:12]1[C:17]([CH2:18][C:19]2[CH:24]=[CH:23][C:22]([O:25][CH2:26][CH2:27][CH2:28][N:41]([CH2:40][CH:39]([F:38])[F:48])[CH2:42][C:43]([O:45][CH2:46][CH3:47])=[O:44])=[CH:21][C:20]=2[O:34][CH3:35])=[C:16]([CH3:36])[N:15]=[C:14]([NH2:37])[N:13]=1)[CH2:8][CH2:9][CH3:10])(=[O:3])[CH3:2]. (3) Given the reactants Cl[C:2]1[C:3]2[N:4]([C:13]([O:16]C)=[N:14][N:15]=2)[C:5]2[C:10]([N:11]=1)=[CH:9][CH:8]=[C:7]([Cl:12])[CH:6]=2.C(N(CC)CC)C.[S:25]1[C:29]2[CH:30]=[CH:31][CH:32]=[CH:33][C:28]=2[N:27]=[C:26]1[NH:34][CH2:35][CH2:36][NH2:37], predict the reaction product. The product is: [S:25]1[C:29]2[CH:30]=[CH:31][CH:32]=[CH:33][C:28]=2[N:27]=[C:26]1[NH:34][CH2:35][CH2:36][NH:37][C:2]1[C:3]2[N:4]([C:13](=[O:16])[NH:14][N:15]=2)[C:5]2[C:10]([N:11]=1)=[CH:9][CH:8]=[C:7]([Cl:12])[CH:6]=2. (4) Given the reactants [CH2:1]([S:3]([NH:6][CH2:7][C:8]1[CH:13]=[CH:12][C:11]([CH:14]([CH3:18])[C:15]([OH:17])=O)=[CH:10][C:9]=1[F:19])(=[O:5])=[O:4])[CH3:2].[CH2:20]([O:24][C:25]1[C:30]([CH2:31][NH2:32])=[CH:29][CH:28]=[C:27]([C:33]([F:36])([F:35])[F:34])[N:26]=1)[CH2:21][CH2:22][CH3:23].ON1C2C=CC=CC=2N=N1.CN(C)CCCN=C=NCC.C(N(CC)CC)C, predict the reaction product. The product is: [CH2:20]([O:24][C:25]1[C:30]([CH2:31][NH:32][C:15](=[O:17])[CH:14]([C:11]2[CH:12]=[CH:13][C:8]([CH2:7][NH:6][S:3]([CH2:1][CH3:2])(=[O:4])=[O:5])=[C:9]([F:19])[CH:10]=2)[CH3:18])=[CH:29][CH:28]=[C:27]([C:33]([F:36])([F:34])[F:35])[N:26]=1)[CH2:21][CH2:22][CH3:23]. (5) Given the reactants [CH3:1][C:2]1[CH:11]=[CH:10][C:9]2[C:8]([NH:12][C:13]3[CH:18]=[CH:17][CH:16]=[C:15]([C:19]#[C:20][Si](C)(C)C)[CH:14]=3)=[N:7][CH:6]=[CH:5][C:4]=2[C:3]=1[NH:25][C:26]1[C:31]([C:32]2[CH:37]=[CH:36][N:35]=[CH:34][N:33]=2)=[CH:30][CH:29]=[CH:28][N:27]=1.C(=O)([O-])[O-].[K+].[K+], predict the reaction product. The product is: [C:19]([C:15]1[CH:14]=[C:13]([NH:12][C:8]2[C:9]3[CH:10]=[CH:11][C:2]([CH3:1])=[C:3]([NH:25][C:26]4[C:31]([C:32]5[CH:37]=[CH:36][N:35]=[CH:34][N:33]=5)=[CH:30][CH:29]=[CH:28][N:27]=4)[C:4]=3[CH:5]=[CH:6][N:7]=2)[CH:18]=[CH:17][CH:16]=1)#[CH:20]. (6) Given the reactants ClC1C=CC=CN=1.[NH:8]1[CH:13]=[CH:12][CH:11]=[CH:10][C:9]1=[O:14].ClC1N=CC=C2C=1[C:18]1[CH:38]=[N:37][CH:36]=[CH:35][C:19]=1[C:20]([NH:26][C@@H:27]([C:31]([F:34])([F:33])[F:32])[CH:28]([CH3:30])[CH3:29])=[N:21]2.[OH-].[K+], predict the reaction product. The product is: [CH3:29][CH:28]([CH3:30])[C@@H:27]([NH:26][C:20]1[C:19]2[CH:18]=[CH:38][N:37]=[CH:36][C:35]=2[C:10]2[C:9](=[O:14])[NH:8][CH:13]=[CH:12][C:11]=2[N:21]=1)[C:31]([F:34])([F:32])[F:33]. (7) Given the reactants C([O:5][C:6](=[O:32])[CH2:7][NH:8][C:9]([C:11]1[N:12]=[C:13]([CH3:31])[C:14]2[C:19]([C:20]=1[O:21][CH2:22][CH3:23])=[CH:18][CH:17]=[C:16]([O:24][C:25]1[CH:30]=[CH:29][CH:28]=[CH:27][CH:26]=1)[CH:15]=2)=[O:10])(C)(C)C.FC(F)(F)C(O)=O, predict the reaction product. The product is: [CH2:22]([O:21][C:20]1[C:19]2[C:14](=[CH:15][C:16]([O:24][C:25]3[CH:30]=[CH:29][CH:28]=[CH:27][CH:26]=3)=[CH:17][CH:18]=2)[C:13]([CH3:31])=[N:12][C:11]=1[C:9]([NH:8][CH2:7][C:6]([OH:32])=[O:5])=[O:10])[CH3:23].